Dataset: Full USPTO retrosynthesis dataset with 1.9M reactions from patents (1976-2016). Task: Predict the reactants needed to synthesize the given product. (1) The reactants are: C([O:3][C:4](=[O:31])[CH2:5][S:6][C:7]1[S:11][C:10]([NH:12][C:13]([N:15]([C:22]2[CH:27]=[CH:26][C:25]([F:28])=[C:24]([O:29][CH3:30])[CH:23]=2)CC2CCCC2)=[O:14])=[N:9][CH:8]=1)C.[CH:32]1(CN(C2C=CC(S(C)(=O)=O)=CC=2)C(=O)NC2SC=C(CC(O)=O)N=2)[CH2:36][CH2:35][CH2:34][CH2:33]1.[CH:61]1(CNC2C=CC(F)=C(OC)C=2)CCCC1.C(OC(=O)CSC1SC(N)=NC=1)C. Given the product [CH:32]1([N:15]([C:22]2[CH:27]=[CH:26][C:25]([F:28])=[C:24]([O:29][CH3:30])[CH:23]=2)[C:13](=[O:14])[N:12]([CH3:61])[C:10]2[S:11][C:7]([S:6][CH2:5][C:4]([OH:3])=[O:31])=[CH:8][N:9]=2)[CH2:36][CH2:35][CH2:34][CH2:33]1, predict the reactants needed to synthesize it. (2) Given the product [Cl:1][C:2]1[C:11]([NH:15][NH2:16])=[N:10][C:9]2[C:4](=[CH:5][CH:6]=[C:7]([Cl:13])[CH:8]=2)[N:3]=1, predict the reactants needed to synthesize it. The reactants are: [Cl:1][C:2]1[C:11](Cl)=[N:10][C:9]2[C:4](=[CH:5][CH:6]=[C:7]([Cl:13])[CH:8]=2)[N:3]=1.O.[NH2:15][NH2:16]. (3) The reactants are: [F:1][CH:2]([F:23])[O:3][C:4]1[CH:9]=[CH:8][C:7]([C:10](=O)[C:11]([C:13]2[CH:18]=[CH:17][CH:16]=[CH:15]C=2)=O)=[CH:6][C:5]=1[CH:20]([CH3:22])[CH3:21].Cl.[CH3:25][NH:26][C:27]([NH2:29])=[NH:28].[C:30]([O-:33])([O-])=O.[Na+].[Na+]. Given the product [NH2:29][C:27]1[N:26]([CH3:25])[C:30](=[O:33])[C:10]([C:7]2[CH:8]=[CH:9][C:4]([O:3][CH:2]([F:1])[F:23])=[C:5]([CH:20]([CH3:21])[CH3:22])[CH:6]=2)([C:11]2[CH:13]=[CH:18][CH:17]=[CH:16][CH:15]=2)[N:28]=1, predict the reactants needed to synthesize it.